From a dataset of Forward reaction prediction with 1.9M reactions from USPTO patents (1976-2016). Predict the product of the given reaction. (1) The product is: [C:4]([O:8][C:9]([N:10]1[CH2:23][CH2:22][CH2:21][CH:20]1[C:24]1[NH:25][C:26]([C:29]2[CH:34]=[CH:33][C:32]([C:32]3[CH:31]=[CH:30][C:29]([C:26]4[NH:25][C:24]([C:20]5([NH:19][C:17]([O:16][C:12]([CH3:14])([CH3:15])[CH3:13])=[O:18])[CH2:21][CH2:22][CH2:23]5)=[N:28][CH:27]=4)=[CH:34][CH:33]=3)=[CH:31][CH:30]=2)=[CH:27][N:28]=1)=[O:11])([CH3:7])([CH3:6])[CH3:5]. Given the reactants B(O)O.[C:4]([O:8][C:9](=[O:11])[NH2:10])([CH3:7])([CH3:6])[CH3:5].[C:12]([O:16][C:17]([N:19]1[CH2:23][CH2:22][CH2:21][CH:20]1[C:24]1[NH:25][C:26]([C:29]2[CH:34]=[CH:33][C:32](Br)=[CH:31][CH:30]=2)=[CH:27][N:28]=1)=[O:18])([CH3:15])([CH3:14])[CH3:13].C([O-])([O-])=O.[K+].[K+], predict the reaction product. (2) Given the reactants [C:1]([C:3]1[CH:4]=[C:5]([CH:17]=[C:18]([C:22]([F:25])([F:24])[F:23])[C:19]=1[O:20][CH3:21])[C:6]([N:8]1[C:12]2[CH:13]=[CH:14][CH:15]=[CH:16][C:11]=2[S:10][CH2:9]1)=[O:7])#[N:2].ClC1C=CC=C(C(OO)=[O:34])C=1, predict the reaction product. The product is: [C:1]([C:3]1[CH:4]=[C:5]([CH:17]=[C:18]([C:22]([F:25])([F:24])[F:23])[C:19]=1[O:20][CH3:21])[C:6]([N:8]1[C:12]2[CH:13]=[CH:14][CH:15]=[CH:16][C:11]=2[S:10](=[O:34])[CH2:9]1)=[O:7])#[N:2].